From a dataset of Full USPTO retrosynthesis dataset with 1.9M reactions from patents (1976-2016). Predict the reactants needed to synthesize the given product. (1) Given the product [CH2:79]([N:42]([CH2:38][CH2:39][CH2:40][CH3:41])[C:43]([C:45]1[N:46]=[C:47]([C:59]2[CH:68]=[CH:67][C:62]([C:63]([O:65][CH3:66])=[O:64])=[CH:61][C:60]=2[C:69]([OH:71])=[O:70])[N:48]([CH2:50][CH2:51][N:52]2[CH2:53][CH2:54][N:55]([CH3:58])[CH2:56][CH2:57]2)[CH:49]=1)=[O:44])[CH2:80][CH2:81][CH3:82], predict the reactants needed to synthesize it. The reactants are: C(N(CCCC)C(C1N=C(C2C=CC(C(OC)=O)=CC=2C(O)=O)N(CCC2C=CC=CC=2)C=1)=O)CCC.[CH2:38]([N:42]([CH2:79][CH2:80][CH2:81][CH3:82])[C:43]([C:45]1[N:46]=[C:47]([C:59]2[CH:68]=[CH:67][C:62]([C:63]([O:65][CH3:66])=[O:64])=[CH:61][C:60]=2[C:69]([O:71]CC2C=CC=CC=2)=[O:70])[N:48]([CH2:50][CH2:51][N:52]2[CH2:57][CH2:56][N:55]([CH3:58])[CH2:54][CH2:53]2)[CH:49]=1)=[O:44])[CH2:39][CH2:40][CH3:41]. (2) Given the product [CH2:1]([O:3][C:4]1[NH:8][N:7]=[C:6]([N:9]2[C:10]3=[N:11][C:12]([NH:19][C@H:20]([C:22]4[CH:27]=[CH:26][C:25]([F:28])=[CH:24][N:23]=4)[CH3:21])=[CH:13][CH:14]=[C:15]3[N:16]=[CH:29]2)[CH:5]=1)[CH3:2], predict the reactants needed to synthesize it. The reactants are: [CH2:1]([O:3][C:4]1[NH:8][N:7]=[C:6]([NH:9][C:10]2[C:15]([N+:16]([O-])=O)=[CH:14][CH:13]=[C:12]([NH:19][C@H:20]([C:22]3[CH:27]=[CH:26][C:25]([F:28])=[CH:24][N:23]=3)[CH3:21])[N:11]=2)[CH:5]=1)[CH3:2].[CH2:29](O)C.C(O)(=O)C.C(N)=N.C(OCC)(=O)C. (3) Given the product [Cl:17][C:13]1[C:14]([Cl:16])=[CH:15][C:10]2[O:9][CH2:8][C:7](=[O:18])[N:6]([CH2:5][C:4]([OH:19])=[O:3])[C:11]=2[CH:12]=1, predict the reactants needed to synthesize it. The reactants are: C([O:3][C:4](=[O:19])[CH2:5][N:6]1[C:11]2[CH:12]=[C:13]([Cl:17])[C:14]([Cl:16])=[CH:15][C:10]=2[O:9][CH2:8][C:7]1=[O:18])C.[Li+].[OH-]. (4) Given the product [C:35]([O:34][C:33](=[O:39])[NH:32][C:29]1[CH:28]=[CH:27][C:26]([NH:25][C:13]2[N:12]=[C:11]3[C:16]([C:17](=[O:18])[N:8]([C:3]4[CH:4]=[CH:5][CH:6]=[CH:7][C:2]=4[Cl:1])[C:9]4[N:10]3[CH:22]=[CH:23][N:24]=4)=[CH:15][N:14]=2)=[CH:31][CH:30]=1)([CH3:38])([CH3:36])[CH3:37], predict the reactants needed to synthesize it. The reactants are: [Cl:1][C:2]1[CH:7]=[CH:6][CH:5]=[CH:4][C:3]=1[N:8]1[C:17](=[O:18])[C:16]2[C:11](=[N:12][C:13](S(C)=O)=[N:14][CH:15]=2)[N:10]2[CH:22]=[CH:23][N:24]=[C:9]12.[NH2:25][C:26]1[CH:31]=[CH:30][C:29]([NH:32][C:33](=[O:39])[O:34][C:35]([CH3:38])([CH3:37])[CH3:36])=[CH:28][CH:27]=1. (5) Given the product [Cl:1][C:2]1[C:10]([CH3:11])=[N:9][C:8]2[N:4]([N:5]=[C:6]3[CH2:14][N:13]([C:15]([C:17]4[CH:22]=[CH:21][C:20]([F:23])=[CH:19][C:18]=4[O:24][C@@H:25]4[CH2:29][CH2:28][N:27]([CH:33]5[CH2:34][O:31][CH2:32]5)[CH2:26]4)=[O:16])[CH2:12][C:7]3=2)[C:3]=1[CH3:30], predict the reactants needed to synthesize it. The reactants are: [Cl:1][C:2]1[C:10]([CH3:11])=[N:9][C:8]2[N:4]([N:5]=[C:6]3[CH2:14][N:13]([C:15]([C:17]4[CH:22]=[CH:21][C:20]([F:23])=[CH:19][C:18]=4[O:24][C@@H:25]4[CH2:29][CH2:28][NH:27][CH2:26]4)=[O:16])[CH2:12][C:7]3=2)[C:3]=1[CH3:30].[O:31]1[CH2:34][C:33](=O)[CH2:32]1.C(O[BH-](OC(=O)C)OC(=O)C)(=O)C.[Na+]. (6) Given the product [CH3:16][O:17][C:18]1[CH:19]=[C:20]([CH:21]=[CH:22][CH:23]=1)[NH:24][C:2]1[C:7]([O:8][CH3:9])=[CH:6][N:5]=[C:4]([C:10]2[CH:15]=[CH:14][CH:13]=[CH:12][N:11]=2)[N:3]=1, predict the reactants needed to synthesize it. The reactants are: Cl[C:2]1[C:7]([O:8][CH3:9])=[CH:6][N:5]=[C:4]([C:10]2[CH:15]=[CH:14][CH:13]=[CH:12][N:11]=2)[N:3]=1.[CH3:16][O:17][C:18]1[CH:23]=[CH:22][CH:21]=[C:20]([NH2:24])[CH:19]=1. (7) Given the product [CH3:1][C:2]([S:24]([CH3:27])(=[O:25])=[O:26])([CH2:8][CH2:9][N:10]1[CH:14]=[C:13]([B:15]2[O:19][C:18]([CH3:20])([CH3:21])[C:17]([CH3:22])([CH3:23])[O:16]2)[CH:12]=[N:11]1)[C:3]([OH:5])=[O:4], predict the reactants needed to synthesize it. The reactants are: [CH3:1][C:2]([S:24]([CH3:27])(=[O:26])=[O:25])([CH2:8][CH2:9][N:10]1[CH:14]=[C:13]([B:15]2[O:19][C:18]([CH3:21])([CH3:20])[C:17]([CH3:23])([CH3:22])[O:16]2)[CH:12]=[N:11]1)[C:3]([O:5]CC)=[O:4].[Li+].[OH-].